This data is from Full USPTO retrosynthesis dataset with 1.9M reactions from patents (1976-2016). The task is: Predict the reactants needed to synthesize the given product. (1) The reactants are: [F:1][CH:2]([F:38])[C:3]1[N:7]([C:8]2[N:13]=[C:12]([N:14]3[CH2:19][CH2:18][O:17][CH2:16][CH2:15]3)[N:11]=[C:10]([O:20][CH:21]3[CH2:26][CH2:25][N:24]([S:27]([CH:30]=[CH2:31])(=[O:29])=[O:28])[CH2:23][CH2:22]3)[N:9]=2)[C:6]2[CH:32]=[CH:33][CH:34]=[C:35]([O:36][CH3:37])[C:5]=2[N:4]=1.[CH3:39][S:40]([N:43]1[CH2:48][CH2:47][NH:46][CH2:45][CH2:44]1)(=[O:42])=[O:41]. Given the product [F:38][CH:2]([F:1])[C:3]1[N:7]([C:8]2[N:9]=[C:10]([O:20][CH:21]3[CH2:22][CH2:23][N:24]([S:27]([CH2:30][CH2:31][N:46]4[CH2:47][CH2:48][N:43]([S:40]([CH3:39])(=[O:42])=[O:41])[CH2:44][CH2:45]4)(=[O:29])=[O:28])[CH2:25][CH2:26]3)[N:11]=[C:12]([N:14]3[CH2:15][CH2:16][O:17][CH2:18][CH2:19]3)[N:13]=2)[C:6]2[CH:32]=[CH:33][CH:34]=[C:35]([O:36][CH3:37])[C:5]=2[N:4]=1, predict the reactants needed to synthesize it. (2) Given the product [NH2:23][C:22]1[N:21]([CH3:24])[N:20]=[CH:19][C:18]=1[NH:17][C:15]([C@@H:2]([NH:1][C:32](=[O:33])[O:34][C:35]([CH3:38])([CH3:37])[CH3:36])[CH2:3][CH2:4][CH2:5][CH2:6][NH:7][C:8](=[O:14])[O:9][C:10]([CH3:13])([CH3:12])[CH3:11])=[O:16], predict the reactants needed to synthesize it. The reactants are: [NH2:1][C@H:2]([C:15]([NH:17][C:18]1[CH:19]=[N:20][N:21]([CH3:24])[C:22]=1[NH2:23])=[O:16])[CH2:3][CH2:4][CH2:5][CH2:6][NH:7][C:8](=[O:14])[O:9][C:10]([CH3:13])([CH3:12])[CH3:11].C(N(CC)CC)C.[C:32](O[C:32]([O:34][C:35]([CH3:38])([CH3:37])[CH3:36])=[O:33])([O:34][C:35]([CH3:38])([CH3:37])[CH3:36])=[O:33]. (3) Given the product [CH:39]([O:38][C:36]([C:33]1([O:32]/[N:31]=[C:14](/[C:12]2[N:13]=[C:9]([NH:8][C:6]([O:5][C:1]([CH3:4])([CH3:3])[CH3:2])=[O:7])[S:10][CH:11]=2)\[C:15]([NH:17][C@@H:18]2[C:21](=[O:22])[NH:20][C@@H:19]2[CH2:23][N:24]2[N:28]=[C:27]([CH2:29][NH:52][CH2:53][CH:54]3[CH2:57][N:56]([C:58]([O:60][C:61]([CH3:64])([CH3:63])[CH3:62])=[O:59])[CH2:55]3)[CH:26]=[N:25]2)=[O:16])[CH2:35][CH2:34]1)=[O:37])([C:46]1[CH:47]=[CH:48][CH:49]=[CH:50][CH:51]=1)[C:40]1[CH:41]=[CH:42][CH:43]=[CH:44][CH:45]=1, predict the reactants needed to synthesize it. The reactants are: [C:1]([O:5][C:6]([NH:8][C:9]1[S:10][CH:11]=[C:12](/[C:14](=[N:31]/[O:32][C:33]2([C:36]([O:38][CH:39]([C:46]3[CH:51]=[CH:50][CH:49]=[CH:48][CH:47]=3)[C:40]3[CH:45]=[CH:44][CH:43]=[CH:42][CH:41]=3)=[O:37])[CH2:35][CH2:34]2)/[C:15]([NH:17][C@@H:18]2[C:21](=[O:22])[NH:20][C@@H:19]2[CH2:23][N:24]2[N:28]=[C:27]([CH:29]=O)[CH:26]=[N:25]2)=[O:16])[N:13]=1)=[O:7])([CH3:4])([CH3:3])[CH3:2].[NH2:52][CH2:53][CH:54]1[CH2:57][N:56]([C:58]([O:60][C:61]([CH3:64])([CH3:63])[CH3:62])=[O:59])[CH2:55]1.C(O[BH-](OC(=O)C)OC(=O)C)(=O)C.[Na+].CN(C=O)C.